This data is from Full USPTO retrosynthesis dataset with 1.9M reactions from patents (1976-2016). The task is: Predict the reactants needed to synthesize the given product. (1) Given the product [C:3]([O:7][C:8]([NH:10][C@H:11]1[C@@H:15]([CH3:16])[CH2:14][N:13]([C:17]2[CH:26]=[C:25]3[C:20]([C:21](=[O:35])[C:22]([C:30]([OH:32])=[O:31])=[CH:23][N:24]3[CH:27]3[CH2:29][CH2:28]3)=[CH:19][C:18]=2[F:36])[CH2:12]1)=[O:9])([CH3:4])([CH3:5])[CH3:6], predict the reactants needed to synthesize it. The reactants are: [OH-].[Na+].[C:3]([O:7][C:8]([NH:10][C@H:11]1[C@@H:15]([CH3:16])[CH2:14][N:13]([C:17]2[CH:26]=[C:25]3[C:20]([C:21](=[O:35])[C:22]([C:30]([O:32]CC)=[O:31])=[CH:23][N:24]3[CH:27]3[CH2:29][CH2:28]3)=[CH:19][C:18]=2[F:36])[CH2:12]1)=[O:9])([CH3:6])([CH3:5])[CH3:4].Cl. (2) The reactants are: [Cl:1][C:2]1[CH:31]=[C:30]([Cl:32])[CH:29]=[CH:28][C:3]=1[O:4][C:5]1[CH:10]=[CH:9][CH:8]=[CH:7][C:6]=1[NH:11][S:12]([C:15]1[CH:27]=[CH:26][C:18]([C:19]([NH:21][CH2:22][C:23](O)=[O:24])=[O:20])=[CH:17][CH:16]=1)(=[O:14])=[O:13].[N:33]1([CH2:39][CH2:40][NH2:41])[CH2:38][CH2:37][CH2:36][CH2:35][CH2:34]1. Given the product [Cl:1][C:2]1[CH:31]=[C:30]([Cl:32])[CH:29]=[CH:28][C:3]=1[O:4][C:5]1[CH:10]=[CH:9][CH:8]=[CH:7][C:6]=1[NH:11][S:12]([C:15]1[CH:16]=[CH:17][C:18]([C:19]([NH:21][CH2:22][C:23](=[O:24])[NH:41][CH2:40][CH2:39][N:33]2[CH2:38][CH2:37][CH2:36][CH2:35][CH2:34]2)=[O:20])=[CH:26][CH:27]=1)(=[O:14])=[O:13], predict the reactants needed to synthesize it. (3) Given the product [C:37]([NH:40][C:32]1[CH:31]=[C:30]([N:10]2[CH:11]=[C:12]([C:13]([NH2:15])=[O:14])[C:8]([C:3]3[CH:4]=[CH:5][CH:6]=[CH:7][C:2]=3[Cl:1])=[N:9]2)[CH:35]=[CH:34][N:33]=1)(=[O:39])[CH3:38], predict the reactants needed to synthesize it. The reactants are: [Cl:1][C:2]1[CH:7]=[CH:6][CH:5]=[CH:4][C:3]=1[C:8]1[C:12]([C:13]([N:15](C(OC(C)(C)C)=O)C(OC(C)(C)C)=O)=[O:14])=[CH:11][N:10]([C:30]2[CH:35]=[CH:34][N:33]=[C:32](Cl)[CH:31]=2)[N:9]=1.[C:37]([NH2:40])(=[O:39])[CH3:38].CC1(C)C2C(=C(P(C3C=CC=CC=3)C3C=CC=CC=3)C=CC=2)OC2C(P(C3C=CC=CC=3)C3C=CC=CC=3)=CC=CC1=2.C(=O)([O-])[O-].[Cs+].[Cs+]. (4) Given the product [ClH:22].[ClH:22].[Cl:22][C:11]1[CH:12]=[N:13][C:14]2[CH:15]=[CH:16][C:17](=[O:21])[N:18]([CH3:20])[C:19]=2[C:10]=1[CH2:9][CH2:8][N:5]1[CH2:6][CH2:7][CH:2]([NH:1][CH2:34][C:32]2[CH:31]=[CH:30][C:27]3[O:28][CH2:29][C:24](=[O:23])[NH:25][C:26]=3[N:33]=2)[CH2:3][CH2:4]1, predict the reactants needed to synthesize it. The reactants are: [NH2:1][CH:2]1[CH2:7][CH2:6][N:5]([CH2:8][CH2:9][C:10]2[C:11]([Cl:22])=[CH:12][N:13]=[C:14]3[C:19]=2[N:18]([CH3:20])[C:17](=[O:21])[CH:16]=[CH:15]3)[CH2:4][CH2:3]1.[O:23]=[C:24]1[CH2:29][O:28][C:27]2[CH:30]=[CH:31][C:32]([CH:34]=O)=[N:33][C:26]=2[NH:25]1. (5) Given the product [ClH:39].[F:40][C:41]1[CH:55]=[CH:54][CH:53]=[CH:52][C:42]=1[O:43][CH2:44][CH2:45][N:46]1[CH2:47][CH2:48][N:49]([C:15](=[O:17])[CH2:14][CH2:13][C:5]2[CH:6]=[C:7]([O:11][CH3:12])[C:8]([O:9][CH3:10])=[C:3]([O:2][CH3:1])[CH:4]=2)[CH2:50][CH2:51]1, predict the reactants needed to synthesize it. The reactants are: [CH3:1][O:2][C:3]1[CH:4]=[C:5]([CH2:13][CH2:14][C:15]([OH:17])=O)[CH:6]=[C:7]([O:11][CH3:12])[C:8]=1[O:9][CH3:10].C1C=CC2N(O)N=NC=2C=1.CCN=C=NCCCN(C)C.[ClH:39].[F:40][C:41]1[CH:55]=[CH:54][CH:53]=[CH:52][C:42]=1[O:43][CH2:44][CH2:45][N:46]1[CH2:51][CH2:50][NH:49][CH2:48][CH2:47]1.C(N(CC)CC)C. (6) Given the product [C:9]1([C:2]2([CH2:3][C:4]([O:6][CH2:7][CH3:8])=[O:5])[O:17][CH2:16][CH2:15][O:1]2)[CH:14]=[CH:13][CH:12]=[CH:11][CH:10]=1, predict the reactants needed to synthesize it. The reactants are: [O:1]=[C:2]([C:9]1[CH:14]=[CH:13][CH:12]=[CH:11][CH:10]=1)[CH2:3][C:4]([O:6][CH2:7][CH3:8])=[O:5].[CH2:15](O)[CH2:16][OH:17].C1(C)C=CC(S(O)(=O)=O)=CC=1.C(=O)(O)[O-].[Na+]. (7) Given the product [CH3:1][N:2]1[C:10]2[C:5](=[CH:6][C:7]([NH:11][C:26]([CH:23]3[CH2:22][CH2:21][N:20]([C:16]4[CH:17]=[CH:18][CH:19]=[C:14]([C:13]([F:30])([F:12])[F:29])[CH:15]=4)[CH2:25][CH2:24]3)=[O:27])=[CH:8][CH:9]=2)[CH:4]=[N:3]1, predict the reactants needed to synthesize it. The reactants are: [CH3:1][N:2]1[C:10]2[C:5](=[CH:6][C:7]([NH2:11])=[CH:8][CH:9]=2)[CH:4]=[N:3]1.[F:12][C:13]([F:30])([F:29])[C:14]1[CH:15]=[C:16]([N:20]2[CH2:25][CH2:24][CH:23]([C:26](O)=[O:27])[CH2:22][CH2:21]2)[CH:17]=[CH:18][CH:19]=1.